From a dataset of Forward reaction prediction with 1.9M reactions from USPTO patents (1976-2016). Predict the product of the given reaction. (1) Given the reactants O1CCOCC1.[OH-].[Na+:8].[C:9]1([C:15]2[CH:23]=[CH:22][C:18]([C:19]([OH:21])=[O:20])=[C:17]([NH:24][C:25]([C:27]3[CH:28]=[N:29][C:30]([C:33]4[CH:38]=[CH:37][N:36]=[CH:35][CH:34]=4)=[CH:31][CH:32]=3)=[O:26])[CH:16]=2)[CH:14]=[CH:13][CH:12]=[CH:11][CH:10]=1, predict the reaction product. The product is: [C:9]1([C:15]2[CH:23]=[CH:22][C:18]([C:19]([O-:21])=[O:20])=[C:17]([NH:24][C:25]([C:27]3[CH:28]=[N:29][C:30]([C:33]4[CH:34]=[CH:35][N:36]=[CH:37][CH:38]=4)=[CH:31][CH:32]=3)=[O:26])[CH:16]=2)[CH:10]=[CH:11][CH:12]=[CH:13][CH:14]=1.[Na+:8]. (2) Given the reactants [C:1]1([C@H:7]([NH:32][C:33]([O:35][C@@H:36]2[CH:41]3[CH2:42][CH2:43][N:38]([CH2:39][CH2:40]3)[CH2:37]2)=[O:34])[C:8]2[CH:9]=[C:10]([CH:29]=[CH:30][CH:31]=2)[O:11][CH2:12][C:13]2[CH:28]=[CH:27][C:16]([C:17]([N:19]3[CH2:22][CH:21]([C:23](OC)=[O:24])[CH2:20]3)=[O:18])=[CH:15][CH:14]=2)[CH:6]=[CH:5][CH:4]=[CH:3][CH:2]=1.[Li+].[OH-].Cl.[Cl:47][C:48]1[CH:49]=[N+:50]([O-:68])[CH:51]=[C:52]([Cl:67])[C:53]=1[CH2:54][C@@H:55]([C:57]1[CH:62]=[CH:61][C:60]([O:63][CH3:64])=[C:59]([O:65][CH3:66])[CH:58]=1)[OH:56].Cl.CN(C)CCCN=C=NCC, predict the reaction product. The product is: [Cl:67][C:52]1[CH:51]=[N+:50]([O-:68])[CH:49]=[C:48]([Cl:47])[C:53]=1[CH2:54][C@H:55]([O:56][C:23]([CH:21]1[CH2:22][N:19]([C:17](=[O:18])[C:16]2[CH:15]=[CH:14][C:13]([CH2:12][O:11][C:10]3[CH:29]=[CH:30][CH:31]=[C:8]([C@H:7]([C:1]4[CH:2]=[CH:3][CH:4]=[CH:5][CH:6]=4)[NH:32][C:33]([O:35][C@@H:36]4[CH:41]5[CH2:40][CH2:39][N:38]([CH2:43][CH2:42]5)[CH2:37]4)=[O:34])[CH:9]=3)=[CH:28][CH:27]=2)[CH2:20]1)=[O:24])[C:57]1[CH:62]=[CH:61][C:60]([O:63][CH3:64])=[C:59]([O:65][CH3:66])[CH:58]=1. (3) The product is: [Cl:18][C:19]1[CH:20]=[C:21]([NH:26][C:27]([N:29]=[C:10]2[NH:11][C:12](=[O:15])[C:13](=[O:14])[N:9]2[C:4]2[CH:5]=[CH:6][C:7]([Cl:8])=[C:2]([Cl:1])[CH:3]=2)=[NH:28])[CH:22]=[CH:23][C:24]=1[Cl:25]. Given the reactants [Cl:1][C:2]1[CH:3]=[C:4]([N:9]2[C:13](=[O:14])[C:12](=[O:15])[N:11]=[C:10]2SC)[CH:5]=[CH:6][C:7]=1[Cl:8].[Cl:18][C:19]1[CH:20]=[C:21]([NH:26][C:27]([NH2:29])=[NH:28])[CH:22]=[CH:23][C:24]=1[Cl:25], predict the reaction product. (4) Given the reactants [CH3:1][C:2]([CH3:36])([Si:4]([CH3:35])([CH3:34])[O:5][CH2:6][C@@H:7]([N:20]([CH2:28][C:29](=[O:33])/[CH:30]=C/C)[C:21](=[O:27])[O:22][C:23]([CH3:26])([CH3:25])[CH3:24])[C:8](=C)[CH2:9][CH2:10][O:11][Si:12]([CH3:18])([CH3:17])[C:13]([CH3:16])([CH3:15])[CH3:14])[CH3:3], predict the reaction product. The product is: [Si:12]([O:11][CH2:10][CH2:9][C:8]1[C@@H:7]([CH2:6][O:5][Si:4]([C:2]([CH3:36])([CH3:3])[CH3:1])([CH3:35])[CH3:34])[N:20]([C:21]([O:22][C:23]([CH3:25])([CH3:24])[CH3:26])=[O:27])[CH2:28][C:29](=[O:33])[CH:30]=1)([C:13]([CH3:15])([CH3:16])[CH3:14])([CH3:18])[CH3:17]. (5) The product is: [NH:1]1[CH2:6][CH2:5][CH:4]([C:7]2[N:11]([C:12]3[CH:13]=[C:14]([CH:20]=[CH:21][CH:22]=3)[C:15]([O:17][CH2:18][CH3:19])=[O:16])[C:10]3[CH:23]=[CH:24][C:25]([C:27]([F:30])([F:29])[F:28])=[CH:26][C:9]=3[N:8]=2)[CH2:3][CH2:2]1. Given the reactants [N:1]1[CH:6]=[CH:5][C:4]([C:7]2[N:11]([C:12]3[CH:13]=[C:14]([CH:20]=[CH:21][CH:22]=3)[C:15]([O:17][CH2:18][CH3:19])=[O:16])[C:10]3[CH:23]=[CH:24][C:25]([C:27]([F:30])([F:29])[F:28])=[CH:26][C:9]=3[N:8]=2)=[CH:3][CH:2]=1.Cl.[H][H], predict the reaction product. (6) Given the reactants [Br:1][C:2]1[C:7]2[CH:8]=[CH:9][CH:10]=[CH:11][C:6]=2[C:5](=[O:12])[O:4][C:3]=1[C@H:13]([OH:16])[CH2:14][OH:15].N1C=CN=C1.[C:22]([Si:26]([C:34]1[CH:39]=[CH:38][CH:37]=[CH:36][CH:35]=1)([C:28]1[CH:33]=[CH:32][CH:31]=[CH:30][CH:29]=1)Cl)([CH3:25])([CH3:24])[CH3:23].O, predict the reaction product. The product is: [Br:1][C:2]1[C:7]2[C:6](=[CH:11][CH:10]=[CH:9][CH:8]=2)[C:5](=[O:12])[O:4][C:3]=1[C@H:13]([OH:16])[CH2:14][O:15][Si:26]([C:22]([CH3:25])([CH3:24])[CH3:23])([C:34]1[CH:35]=[CH:36][CH:37]=[CH:38][CH:39]=1)[C:28]1[CH:33]=[CH:32][CH:31]=[CH:30][CH:29]=1.